This data is from Full USPTO retrosynthesis dataset with 1.9M reactions from patents (1976-2016). The task is: Predict the reactants needed to synthesize the given product. (1) Given the product [C:16]([O:5][CH2:4][CH2:3][CH2:2][CH2:1][OH:6])(=[O:23])[C:17]1[CH:22]=[CH:21][CH:20]=[CH:19][CH:18]=1, predict the reactants needed to synthesize it. The reactants are: [CH2:1]([OH:6])[CH2:2][CH2:3][CH2:4][OH:5].CCN(C(C)C)C(C)C.[C:16](Cl)(=[O:23])[C:17]1[CH:22]=[CH:21][CH:20]=[CH:19][CH:18]=1. (2) The reactants are: [CH2:1]([C:8]1[N:12]=[C:11]([CH:13]=[CH:14][C:15]2[CH:20]=[CH:19][C:18]([O:21]C)=[C:17]([O:23]C)[CH:16]=2)[O:10][N:9]=1)[C:2]1[CH:7]=[CH:6][CH:5]=[CH:4][CH:3]=1.B(Br)(Br)Br.C(=O)([O-])[O-].[Na+].[Na+]. Given the product [CH2:1]([C:8]1[N:12]=[C:11]([CH:13]=[CH:14][C:15]2[CH:16]=[C:17]([OH:23])[C:18]([OH:21])=[CH:19][CH:20]=2)[O:10][N:9]=1)[C:2]1[CH:7]=[CH:6][CH:5]=[CH:4][CH:3]=1, predict the reactants needed to synthesize it.